This data is from Reaction yield outcomes from USPTO patents with 853,638 reactions. The task is: Predict the reaction yield, written as a fraction of the theoretical maximum amount of product (1.0 means a 100% yield; for example, 0.34 means a 34% yield). (1) The reactants are Cl[C:2]1[C:11]2[C:6](=[CH:7][CH:8]=[C:9]([O:12][CH3:13])[CH:10]=2)[CH:5]=[C:4]([Cl:14])[N:3]=1.Cl.[Sn].[NH4+].[OH-]. The catalyst is C(O)(=O)C. The product is [Cl:14][C:4]1[N:3]=[CH:2][C:11]2[C:6]([CH:5]=1)=[CH:7][CH:8]=[C:9]([O:12][CH3:13])[CH:10]=2. The yield is 0.210. (2) The product is [F:1][C:2]1[CH:3]=[C:4]([NH:18][C:22]([C:21]2[C:25]([F:30])=[CH:26][CH:27]=[C:28]([F:29])[C:20]=2[F:19])=[O:23])[CH:5]=[CH:6][C:7]=1[C:8]1[N:12]([CH3:13])[N:11]=[C:10]([C:14]([F:16])([F:17])[F:15])[CH:9]=1. The catalyst is C(Cl)Cl. The yield is 0.781. The reactants are [F:1][C:2]1[CH:3]=[C:4]([NH2:18])[CH:5]=[CH:6][C:7]=1[C:8]1[N:12]([CH3:13])[N:11]=[C:10]([C:14]([F:17])([F:16])[F:15])[CH:9]=1.[F:19][C:20]1[C:28]([F:29])=[CH:27][CH:26]=[C:25]([F:30])[C:21]=1[C:22](Cl)=[O:23].CCN(C(C)C)C(C)C.C([O-])(O)=O.[Na+].C(Cl)Cl.